This data is from Forward reaction prediction with 1.9M reactions from USPTO patents (1976-2016). The task is: Predict the product of the given reaction. (1) Given the reactants [C:1](=O)([O-])[O-].[Cs+].[Cs+].IC.[N:9]1[CH:10]=[CH:11][N:12]2[CH:17]=[C:16]([C:18]([OH:20])=[O:19])[CH:15]=[CH:14][C:13]=12, predict the reaction product. The product is: [CH3:1][O:19][C:18]([C:16]1[CH:15]=[CH:14][C:13]2[N:12]([CH:11]=[CH:10][N:9]=2)[CH:17]=1)=[O:20]. (2) Given the reactants [Cl:1][C:2]1[CH:3]=[N:4][C:5]2[N:6]([N:8]=[C:9]([C:11]([OH:13])=O)[CH:10]=2)[CH:7]=1.[CH3:14][O:15][C:16]1[N:21]=[C:20]([O:22][CH3:23])[C:19]([C:24]2[CH:25]=[C:26]3[C:31](=[CH:32][CH:33]=2)[CH:30]([CH3:34])[NH:29][CH2:28][CH2:27]3)=[CH:18][N:17]=1, predict the reaction product. The product is: [Cl:1][C:2]1[CH:3]=[N:4][C:5]2[N:6]([N:8]=[C:9]([C:11]([N:29]3[CH2:28][CH2:27][C:26]4[C:31](=[CH:32][CH:33]=[C:24]([C:19]5[C:20]([O:22][CH3:23])=[N:21][C:16]([O:15][CH3:14])=[N:17][CH:18]=5)[CH:25]=4)[CH:30]3[CH3:34])=[O:13])[CH:10]=2)[CH:7]=1. (3) Given the reactants F[C:2]1[CH:7]=[CH:6][C:5]([Cl:8])=[CH:4][C:3]=1[N+:9]([O-:11])=[O:10].[NH2:12][CH2:13][CH2:14][CH2:15][OH:16], predict the reaction product. The product is: [Cl:8][C:5]1[CH:6]=[CH:7][C:2]([NH:12][CH2:13][CH2:14][CH2:15][OH:16])=[C:3]([N+:9]([O-:11])=[O:10])[CH:4]=1.